This data is from Catalyst prediction with 721,799 reactions and 888 catalyst types from USPTO. The task is: Predict which catalyst facilitates the given reaction. (1) Reactant: [NH2:1][C:2]1[CH:7]=[C:6]([Cl:8])[CH:5]=[CH:4][C:3]=1[OH:9].C(N(CC)CC)C.[C:17](Cl)(=[O:19])[CH3:18]. Product: [Cl:8][C:6]1[CH:5]=[CH:4][C:3]([OH:9])=[C:2]([NH:1][C:17](=[O:19])[CH3:18])[CH:7]=1. The catalyst class is: 7. (2) Reactant: Br[C:2]1[CH:3]=[CH:4][C:5]([O:17][CH3:18])=[C:6]([CH:16]=1)[CH2:7][NH:8][C:9](=[O:15])[O:10][C:11]([CH3:14])([CH3:13])[CH3:12].C([Li])CCC.CC1(C)[O:32][C:31](=O)[C:28]2([CH2:30][CH2:29]2)[C:27](=[O:34])[O:26]1.[Cl-].[NH4+].Cl. Product: [C:11]([O:10][C:9]([NH:8][CH2:7][C:6]1[CH:16]=[C:2]([CH:3]=[CH:4][C:5]=1[O:17][CH3:18])[C:31]([C:28]1([C:27]([OH:34])=[O:26])[CH2:30][CH2:29]1)=[O:32])=[O:15])([CH3:14])([CH3:13])[CH3:12]. The catalyst class is: 7. (3) Reactant: [OH:1][CH:2]([CH2:10][OH:11])[C:3]([O:5][C:6]([CH3:9])([CH3:8])[CH3:7])=[O:4].[C:12]([NH:22][C@H:23]([C:27]([OH:29])=O)[CH:24]([CH3:26])[CH3:25])([O:14][CH2:15][C:16]1[CH:21]=[CH:20][CH:19]=[CH:18][CH:17]=1)=[O:13].[CH2:39]1[CH2:44][CH2:43][CH:42](N=C=N[CH:39]2[CH2:44][CH2:43][CH2:42][CH2:41][CH2:40]2)[CH2:41][CH2:40]1. Product: [C:12]([NH:22][C@H:23]([C:27]([O:1][CH:2]([CH2:10][O:11][C:27](=[O:29])[C@H:23]([CH:24]([CH3:25])[CH3:26])[NH:22][C:12]([O:14][CH2:15][C:16]1[CH:17]=[CH:18][CH:19]=[CH:20][CH:21]=1)=[O:13])[C:3]([O:5][C:6]([CH3:7])([CH3:8])[CH3:9])=[O:4])=[O:29])[CH:24]([CH3:25])[CH3:26])([O:14][CH2:15][C:39]1[CH:40]=[CH:41][CH:42]=[CH:43][CH:44]=1)=[O:13]. The catalyst class is: 166.